The task is: Predict the reactants needed to synthesize the given product.. This data is from Full USPTO retrosynthesis dataset with 1.9M reactions from patents (1976-2016). (1) Given the product [CH3:10][C:11]1([CH3:37])[C:20]2[C:15](=[C:16]([CH3:24])[CH:17]=[C:18]([C:21]([NH:9][S:6]([CH:3]3[CH2:5][CH2:4]3)(=[O:8])=[O:7])=[O:22])[CH:19]=2)[NH:14][CH:13]([C:25]2[CH:30]=[CH:29][CH:28]=[C:27]([N:31]3[CH2:36][CH2:35][O:34][CH2:33][CH2:32]3)[CH:26]=2)[CH2:12]1, predict the reactants needed to synthesize it. The reactants are: [H-].[Na+].[CH:3]1([S:6]([NH2:9])(=[O:8])=[O:7])[CH2:5][CH2:4]1.[CH3:10][C:11]1([CH3:37])[C:20]2[C:15](=[C:16]([CH3:24])[CH:17]=[C:18]([C:21](O)=[O:22])[CH:19]=2)[NH:14][CH:13]([C:25]2[CH:30]=[CH:29][CH:28]=[C:27]([N:31]3[CH2:36][CH2:35][O:34][CH2:33][CH2:32]3)[CH:26]=2)[CH2:12]1.C(N1C=CN=C1)(N1C=CN=C1)=O. (2) Given the product [Cl:3][C:4]1[C:9]([C:10]([F:11])([F:12])[F:13])=[CH:8][CH:7]=[C:6]([O:14][C:15]2[CH:20]=[CH:19][CH:18]=[C:17]([CH:21]=[C:36]3[CH2:37][CH2:38][C:33]4([O:40][CH2:30][CH2:31][O:32]4)[CH2:34][CH2:35]3)[CH:16]=2)[N:5]=1, predict the reactants needed to synthesize it. The reactants are: [H-].[Na+].[Cl:3][C:4]1[C:9]([C:10]([F:13])([F:12])[F:11])=[CH:8][CH:7]=[C:6]([O:14][C:15]2[CH:20]=[CH:19][CH:18]=[C:17]([CH2:21]P(OCC)(OCC)=O)[CH:16]=2)[N:5]=1.[CH2:30]1[O:40][C:33]2([CH2:38][CH2:37][C:36](=O)[CH2:35][CH2:34]2)[O:32][CH2:31]1. (3) Given the product [Br:1][C:2]1[CH:3]=[C:4]2[C:8](=[C:9]([CH:23]=[O:24])[CH:10]=1)[N:7]([CH3:11])[CH:6]([CH3:12])[CH2:5]2, predict the reactants needed to synthesize it. The reactants are: [Br:1][C:2]1[CH:3]=[C:4]2[C:8](=[CH:9][CH:10]=1)[N:7]([CH3:11])[CH:6]([CH3:12])[CH2:5]2.P(Cl)(Cl)(Cl)=O.[OH-].[Na+].Cl.CN(C)[CH:23]=[O:24]. (4) The reactants are: [C:1]([C:5]1[CH:12]=[CH:11][C:8]([CH:9]=O)=[CH:7][CH:6]=1)([CH3:4])([CH3:3])[CH3:2].[NH2:13][CH2:14][CH:15]([C:17]1[CH:22]=[CH:21][C:20]([F:23])=[CH:19][CH:18]=1)[OH:16].[BH4-].[Na+]. Given the product [C:1]([C:5]1[CH:12]=[CH:11][C:8]([CH2:9][NH:13][CH2:14][CH:15]([C:17]2[CH:22]=[CH:21][C:20]([F:23])=[CH:19][CH:18]=2)[OH:16])=[CH:7][CH:6]=1)([CH3:4])([CH3:3])[CH3:2], predict the reactants needed to synthesize it. (5) Given the product [N:1]1[C:10]2[CH2:9][CH2:8][CH2:7][C@@H:6]([NH:11][C:17](=[O:18])[CH3:16])[C:5]=2[N:4]=[CH:3][CH:2]=1, predict the reactants needed to synthesize it. The reactants are: [N:1]1[C:10]2[CH2:9][CH2:8][CH2:7][CH:6]([NH2:11])[C:5]=2[N:4]=[CH:3][CH:2]=1.CO.[NH4+].[OH-].[CH3:16][CH2:17][O:18]C(C)=O. (6) Given the product [CH3:29][O:28][C:23](=[O:27])[C:24]([CH3:26])=[CH:25][C:10]1[CH:11]=[CH:12][C:7]([O:6][CH2:5][C:4]2[CH:14]=[CH:15][CH:16]=[C:2]([F:1])[CH:3]=2)=[CH:8][CH:9]=1, predict the reactants needed to synthesize it. The reactants are: [F:1][C:2]1[CH:3]=[C:4]([CH:14]=[CH:15][CH:16]=1)[CH2:5][O:6][C:7]1[CH:12]=[CH:11][C:10](I)=[CH:9][CH:8]=1.C(=O)([O-])[O-].[K+].[K+].[C:23]([O:28][CH3:29])(=[O:27])[C:24]([CH3:26])=[CH2:25].ClCCl.